Task: Predict which catalyst facilitates the given reaction.. Dataset: Catalyst prediction with 721,799 reactions and 888 catalyst types from USPTO (1) Reactant: C(OS(C1C=CC=CC=1)(=O)=O)CCCCCCCCCCC.[Na].[CH:24]([C:26]1[CH:31]=[CH:30][CH:29]=[CH:28][C:27]=1[CH:32]=[CH2:33])=[CH2:25].[CH2:34]([CH:36]=[CH:37][C:38]1[CH:43]=[CH:42][CH:41]=[CH:40][CH:39]=1)[CH3:35]. Product: [CH:24]([C:26]1[CH:31]=[CH:30][CH:29]=[CH:28][C:27]=1[CH:32]=[CH2:33])=[CH2:25].[CH2:34]([CH:36]=[CH:37][C:38]1[CH:43]=[CH:42][CH:41]=[CH:40][CH:39]=1)[CH3:35]. The catalyst class is: 6. (2) The catalyst class is: 1. Product: [Br:1][C:2]1[CH:10]=[CH:9][C:8]([Cl:11])=[CH:7][C:3]=1[CH2:4][OH:5]. Reactant: [Br:1][C:2]1[CH:10]=[CH:9][C:8]([Cl:11])=[CH:7][C:3]=1[C:4](O)=[O:5].CO.[OH-].[Na+]. (3) Reactant: [CH:1]1([CH2:4][NH:5][C:6]2[CH:28]=[CH:27][C:9]([O:10][C:11]3[CH:12]=[C:13]([CH:18]=[C:19]([O:21][C@@H:22]([CH3:26])[CH2:23][O:24][CH3:25])[CH:20]=3)[C:14]([O:16][CH3:17])=[O:15])=[CH:8][CH:7]=2)[CH2:3][CH2:2]1.C(N(CC)CC)C.[CH3:36][S:37](Cl)(=[O:39])=[O:38].O. Product: [CH:1]1([CH2:4][N:5]([S:37]([CH3:36])(=[O:39])=[O:38])[C:6]2[CH:28]=[CH:27][C:9]([O:10][C:11]3[CH:12]=[C:13]([CH:18]=[C:19]([O:21][C@@H:22]([CH3:26])[CH2:23][O:24][CH3:25])[CH:20]=3)[C:14]([O:16][CH3:17])=[O:15])=[CH:8][CH:7]=2)[CH2:3][CH2:2]1. The catalyst class is: 4. (4) Reactant: Cl[C:2]1[N:7]2[N:8]=[C:9]([CH3:11])[CH:10]=[C:6]2[N:5]=[C:4]([NH:12][C:13](=[O:24])[C:14]2[CH:19]=[CH:18][C:17]([C:20]([OH:23])([CH3:22])[CH3:21])=[CH:16][CH:15]=2)[CH:3]=1.Cl.[O:26]=[S:27]1(=[O:33])[CH2:32][CH2:31][NH:30][CH2:29][CH2:28]1.C(N(CC)C(C)C)(C)C. Product: [O:26]=[S:27]1(=[O:33])[CH2:32][CH2:31][N:30]([C:2]2[N:7]3[N:8]=[C:9]([CH3:11])[CH:10]=[C:6]3[N:5]=[C:4]([NH:12][C:13](=[O:24])[C:14]3[CH:19]=[CH:18][C:17]([C:20]([OH:23])([CH3:22])[CH3:21])=[CH:16][CH:15]=3)[CH:3]=2)[CH2:29][CH2:28]1. The catalyst class is: 121. (5) Reactant: [NH:1]1[CH:5]=[C:4](B2OC(C)(C)C(C)(C)O2)[CH:3]=[N:2]1.Br[C:16]1[N:17]([CH3:41])[C:18]2[C:23]([N:24]=1)=[C:22]([N:25]1[CH2:30][CH2:29][CH:28]([N:31]3[C:35]4[CH:36]=[CH:37][CH:38]=[CH:39][C:34]=4[NH:33][C:32]3=[O:40])[CH2:27][CH2:26]1)[N:21]=[CH:20][N:19]=2.P([O-])([O-])([O-])=O.[K+].[K+].[K+]. Product: [CH3:41][N:17]1[C:16]([C:4]2[CH:5]=[N:1][NH:2][CH:3]=2)=[N:24][C:23]2[C:18]1=[N:19][CH:20]=[N:21][C:22]=2[N:25]1[CH2:26][CH2:27][CH:28]([N:31]2[C:35]3[CH:36]=[CH:37][CH:38]=[CH:39][C:34]=3[NH:33][C:32]2=[O:40])[CH2:29][CH2:30]1. The catalyst class is: 117. (6) Reactant: [CH3:1][C:2]1[CH:7]=[C:6]([CH3:8])[CH:5]=[C:4]([CH3:9])[C:3]=1[N:10]=[C:11]=[O:12].[NH2:13][C:14]1[CH:19]=[C:18]([Cl:20])[CH:17]=[CH:16][C:15]=1[C:21]([NH:23][C@@H:24]([CH:29]1[CH2:34][CH2:33][CH2:32][CH2:31][CH2:30]1)[C:25]([O:27][CH3:28])=[O:26])=[O:22].CCCCCC.C(OCC)(=O)C. Product: [Cl:20][C:18]1[CH:17]=[CH:16][C:15]([C:21]([NH:23][C@@H:24]([CH:29]2[CH2:34][CH2:33][CH2:32][CH2:31][CH2:30]2)[C:25]([O:27][CH3:28])=[O:26])=[O:22])=[C:14]([NH:13][C:11]([NH:10][C:3]2[C:2]([CH3:1])=[CH:7][C:6]([CH3:8])=[CH:5][C:4]=2[CH3:9])=[O:12])[CH:19]=1. The catalyst class is: 17. (7) Reactant: [Cl:1][C:2]1[CH:3]=[C:4](/[CH:22]=[CH:23]/[C:24]([O:26]CC)=[O:25])[CH:5]=[N:6][C:7]=1[NH:8][C@@H:9]1[CH2:13][CH2:12][N:11]([CH2:14][C:15]2[CH:20]=[CH:19][CH:18]=[C:17]([CH3:21])[CH:16]=2)[CH2:10]1.[OH-].[Na+]. Product: [Cl:1][C:2]1[CH:3]=[C:4](/[CH:22]=[CH:23]/[C:24]([OH:26])=[O:25])[CH:5]=[N:6][C:7]=1[NH:8][C@@H:9]1[CH2:13][CH2:12][N:11]([CH2:14][C:15]2[CH:20]=[CH:19][CH:18]=[C:17]([CH3:21])[CH:16]=2)[CH2:10]1. The catalyst class is: 5.